From a dataset of CYP2D6 inhibition data for predicting drug metabolism from PubChem BioAssay. Regression/Classification. Given a drug SMILES string, predict its absorption, distribution, metabolism, or excretion properties. Task type varies by dataset: regression for continuous measurements (e.g., permeability, clearance, half-life) or binary classification for categorical outcomes (e.g., BBB penetration, CYP inhibition). Dataset: cyp2d6_veith. (1) The result is 0 (non-inhibitor). The drug is O=C1c2ccccc2-c2ccc(N=[N+]([O-])c3ccc4c(c3)C(=O)c3ccccc3-4)cc21. (2) The compound is CSc1nc(Oc2ccc(F)cc2)c2ccccc2n1. The result is 0 (non-inhibitor). (3) The compound is Cc1cccc(CNc2nc(-c3ccoc3)nc3ccccc23)c1. The result is 1 (inhibitor). (4) The compound is Cc1ccc(S(=O)(=O)N(C)CC(=O)O/N=C(\N)c2ccccn2)cc1. The result is 0 (non-inhibitor). (5) The drug is C/C(=C\C(=O)c1ccc(Br)cc1)NCc1ccc2c(c1)OCO2. The result is 1 (inhibitor). (6) The molecule is COc1ccc2cccc(N3CCN(CCNC(=O)c4ccc(F)cc4)CC3)c2c1. The result is 0 (non-inhibitor). (7) The molecule is Cc1ccc(S(=O)(=O)N[C@@H](Cc2ccccc2)C(=O)CCl)cc1. The result is 0 (non-inhibitor). (8) The compound is NC1=NC2(CCCCC2)N=C(Nc2ccc(F)cc2F)N1. The result is 1 (inhibitor).